This data is from Catalyst prediction with 721,799 reactions and 888 catalyst types from USPTO. The task is: Predict which catalyst facilitates the given reaction. (1) Reactant: [CH3:1][O:2][C:3]1[C:12]2[N:11]=[C:10]([C:13]3[S:17][C:16]([NH:18][C@H:19]([CH2:32][C:33]4[CH:38]=[CH:37][CH:36]=[CH:35][CH:34]=4)[CH2:20][N:21]4C(=O)C5C=CC=CC=5C4=O)=[N:15][N:14]=3)[CH:9]=[CH:8][C:7]=2[CH:6]=[N:5][CH:4]=1.O=C1C2C=CC=CC=2C(=O)N1C[C@H](NC(NNC(C1C=CC2C=NC=C(OC)C=2N=1)=O)=S)CC1C=CC=CC=1. Product: [NH2:21][CH2:20][C@H:19]([NH:18][C:16]1[S:17][C:13]([C:10]2[CH:9]=[CH:8][C:7]3[CH:6]=[N:5][CH:4]=[C:3]([O:2][CH3:1])[C:12]=3[N:11]=2)=[N:14][N:15]=1)[CH2:32][C:33]1[CH:34]=[CH:35][CH:36]=[CH:37][CH:38]=1. The catalyst class is: 501. (2) Product: [Br:26][C:18]1[C:2]2[C:3](=[N:4][CH:5]=[C:6]([CH2:7][NH:8][C:9](=[O:15])[O:10][C:11]([CH3:14])([CH3:13])[CH3:12])[N:1]=2)[NH:16][CH:17]=1. The catalyst class is: 3. Reactant: [N:1]1[C:6]([CH2:7][NH:8][C:9](=[O:15])[O:10][C:11]([CH3:14])([CH3:13])[CH3:12])=[CH:5][N:4]=[C:3]2[NH:16][CH:17]=[CH:18][C:2]=12.C1C(=O)N([Br:26])C(=O)C1. (3) Reactant: [Br:1][C:2]1[CH:3]=[CH:4][C:5]([C:8](Cl)=[N:9][OH:10])=[N:6][CH:7]=1.[C:12]([O:16][C:17]([CH3:20])([CH3:19])[CH3:18])(=[O:15])[CH:13]=[CH2:14].C(N(CC)CC)C. Product: [Br:1][C:2]1[CH:3]=[CH:4][C:5]([C:8]2[CH2:14][CH:13]([C:12]([O:16][C:17]([CH3:20])([CH3:19])[CH3:18])=[O:15])[O:10][N:9]=2)=[N:6][CH:7]=1. The catalyst class is: 13. (4) Reactant: [CH2:1]([O:8][CH2:9][CH2:10][OH:11])[C:2]1[CH:7]=[CH:6][CH:5]=[CH:4][CH:3]=1.C(P(CCCC)CCCC)CCC.[CH3:25][O:26][C:27](=[O:41])[CH:28]([CH2:33][C:34]1[CH:39]=[CH:38][C:37](O)=[CH:36][CH:35]=1)[C:29]([O:31][CH3:32])=[O:30].CCCCCCC. Product: [CH3:32][O:31][C:29](=[O:30])[CH:28]([CH2:33][C:34]1[CH:35]=[CH:36][C:37]([O:11][CH2:10][CH2:9][O:8][CH2:1][C:2]2[CH:7]=[CH:6][CH:5]=[CH:4][CH:3]=2)=[CH:38][CH:39]=1)[C:27]([O:26][CH3:25])=[O:41]. The catalyst class is: 48. (5) Reactant: [S-:1][C:2]#[N:3].[K+].[NH2:5][C:6]1[CH:26]=[CH:25][C:9]([O:10][C:11]2[CH:12]=[CH:13][C:14]([F:24])=[C:15]([NH:17][C:18](=[O:23])[C:19]([F:22])([F:21])[F:20])[CH:16]=2)=[C:8]([C:27]#[N:28])[CH:7]=1.BrBr. Product: [NH2:3][C:2]1[S:1][C:7]2[C:8]([C:27]#[N:28])=[C:9]([O:10][C:11]3[CH:12]=[CH:13][C:14]([F:24])=[C:15]([NH:17][C:18](=[O:23])[C:19]([F:21])([F:20])[F:22])[CH:16]=3)[CH:25]=[CH:26][C:6]=2[N:5]=1. The catalyst class is: 15. (6) Reactant: [OH:1][C:2]12[C:13]3[C:8](=[C:9]([N+:14]([O-])=O)[CH:10]=[CH:11][CH:12]=3)[C:7](=[O:17])[C:6]1([NH:18][C:19]([C:21]1[CH:22]=[C:23]3[C:28](=[CH:29][CH:30]=1)[N:27]=[CH:26][CH:25]=[N:24]3)=[O:20])[C:5]1[CH:31]=[CH:32][C:33]([CH:35]([CH3:37])[CH3:36])=[CH:34][C:4]=1[O:3]2. Product: [NH2:14][C:9]1[CH:10]=[CH:11][CH:12]=[C:13]2[C:8]=1[C:7](=[O:17])[C:6]1([NH:18][C:19]([C:21]3[CH:22]=[C:23]4[C:28](=[CH:29][CH:30]=3)[N:27]=[CH:26][CH:25]=[N:24]4)=[O:20])[C:5]3[CH:31]=[CH:32][C:33]([CH:35]([CH3:36])[CH3:37])=[CH:34][C:4]=3[O:3][C:2]12[OH:1]. The catalyst class is: 8. (7) Reactant: C[O:2][C:3]1[C:8]([C:9]2[CH:18]=[CH:17][C:16]([N+:19]([O-:21])=[O:20])=[CH:15][C:10]=2[C:11]([O:13][CH3:14])=[O:12])=[CH:7][CH:6]=[CH:5][N:4]=1.B(Br)(Br)Br.C(OCC)(=O)C. Product: [OH:2][C:3]1[C:8]([C:9]2[CH:18]=[CH:17][C:16]([N+:19]([O-:21])=[O:20])=[CH:15][C:10]=2[C:11]([O:13][CH3:14])=[O:12])=[CH:7][CH:6]=[CH:5][N:4]=1. The catalyst class is: 4. (8) Reactant: [F:1][C:2]1[CH:3]=[C:4]([CH:8]=[CH:9][CH:10]=1)[CH2:5][CH2:6][OH:7].N1C=CC=CC=1.[CH3:17][S:18](Cl)(=[O:20])=[O:19]. Product: [F:1][C:2]1[CH:3]=[C:4]([CH2:5][CH2:6][O:7][S:18]([CH3:17])(=[O:20])=[O:19])[CH:8]=[CH:9][CH:10]=1. The catalyst class is: 4. (9) Reactant: [OH-].[Na+].[I-:3].[Na+].[OH:5][C:6]1[CH:7]=[C:8]([CH:12]=[CH:13][CH:14]=1)[C:9]([OH:11])=[O:10].Cl[O-].[Na+]. Product: [OH:5][C:6]1[CH:7]=[C:8]([CH:12]=[CH:13][C:14]=1[I:3])[C:9]([OH:11])=[O:10]. The catalyst class is: 5.